The task is: Regression. Given two drug SMILES strings and cell line genomic features, predict the synergy score measuring deviation from expected non-interaction effect.. This data is from NCI-60 drug combinations with 297,098 pairs across 59 cell lines. (1) Drug 1: C1CN1C2=NC(=NC(=N2)N3CC3)N4CC4. Drug 2: C(CCl)NC(=O)N(CCCl)N=O. Cell line: A498. Synergy scores: CSS=8.06, Synergy_ZIP=-6.17, Synergy_Bliss=-2.03, Synergy_Loewe=-11.0, Synergy_HSA=-3.63. (2) Drug 1: C1=CC=C(C(=C1)C(C2=CC=C(C=C2)Cl)C(Cl)Cl)Cl. Drug 2: C1CNP(=O)(OC1)N(CCCl)CCCl. Cell line: HCT-15. Synergy scores: CSS=1.55, Synergy_ZIP=2.42, Synergy_Bliss=2.09, Synergy_Loewe=-2.32, Synergy_HSA=-2.59. (3) Drug 1: C1=C(C(=O)NC(=O)N1)F. Drug 2: C1CNP(=O)(OC1)N(CCCl)CCCl. Cell line: EKVX. Synergy scores: CSS=24.1, Synergy_ZIP=4.48, Synergy_Bliss=-2.11, Synergy_Loewe=-10.5, Synergy_HSA=-4.47.